Dataset: Reaction yield outcomes from USPTO patents with 853,638 reactions. Task: Predict the reaction yield, written as a fraction of the theoretical maximum amount of product (1.0 means a 100% yield; for example, 0.34 means a 34% yield). (1) The reactants are [NH:1]1[C:9]2[C:4](=[CH:5][CH:6]=[CH:7][CH:8]=2)[CH:3]=[CH:2]1.[H-].[Na+].Cl.[CH3:13][N:14]([CH3:18])[CH2:15][CH2:16]Cl. The catalyst is CN(C=O)C. The product is [CH3:13][N:14]([CH3:18])[CH2:15][CH2:16][N:1]1[C:9]2[C:4](=[CH:5][CH:6]=[CH:7][CH:8]=2)[CH:3]=[CH:2]1. The yield is 0.720. (2) The reactants are [F:1][C:2]1[CH:7]=[C:6]([N+:8]([O-])=O)[CH:5]=[CH:4][C:3]=1[C:11]([CH3:16])([CH2:14][OH:15])[CH2:12][OH:13]. The catalyst is C(O)C.[Pd]. The product is [NH2:8][C:6]1[CH:5]=[CH:4][C:3]([C:11]([CH3:16])([CH2:12][OH:13])[CH2:14][OH:15])=[C:2]([F:1])[CH:7]=1. The yield is 0.760. (3) The product is [NH2:11][C@@H:12]([C:38]([CH3:41])([CH3:40])[CH3:39])[C:13]([N:15]1[C@H:30]([C:31]([O:33][C:34]([CH3:36])([CH3:35])[CH3:37])=[O:32])[CH2:29][C@:17]2([O:21][C:20](=[O:22])[N:19]([C:23]3[CH:28]=[CH:27][CH:26]=[CH:25][CH:24]=3)[CH2:18]2)[CH2:16]1)=[O:14]. The reactants are C(OC([NH:11][C@@H:12]([C:38]([CH3:41])([CH3:40])[CH3:39])[C:13]([N:15]1[C@H:30]([C:31]([O:33][C:34]([CH3:37])([CH3:36])[CH3:35])=[O:32])[CH2:29][C@:17]2([O:21][C:20](=[O:22])[N:19]([C:23]3[CH:28]=[CH:27][CH:26]=[CH:25][CH:24]=3)[CH2:18]2)[CH2:16]1)=[O:14])=O)C1C=CC=CC=1. The yield is 1.00. The catalyst is [Pd].CO. (4) The reactants are Br[C:2]1[N:7]=[C:6]([C:8]([O:10][CH3:11])=[O:9])[CH:5]=[CH:4][C:3]=1[F:12].[CH:13]#[C:14][CH2:15][CH2:16][CH3:17]. The catalyst is [Cu]I.CN(C=O)C. The product is [F:12][C:3]1[CH:4]=[CH:5][C:6]([C:8]([O:10][CH3:11])=[O:9])=[N:7][C:2]=1[C:13]#[C:14][CH2:15][CH2:16][CH3:17]. The yield is 0.820. (5) The reactants are [CH3:1][N:2]1[CH2:6][CH2:5][CH2:4][C@@H:3]1[CH2:7][O:8][C:9]1[CH:21]=[CH:20][C:19]2[C:18]3[C:13](=[CH:14][C:15]([O:22][CH2:23][C@H:24]4[CH2:28][CH2:27][CH2:26][N:25]4[CH3:29])=[CH:16][CH:17]=3)[C:12](=[O:30])[C:11]=2[CH:10]=1.O.[C:32]1([CH3:42])[CH:37]=[CH:36][C:35]([S:38]([OH:41])(=[O:40])=[O:39])=[CH:34][CH:33]=1. The catalyst is C(OCC)(=O)C.C(O)C. The product is [C:32]1([CH3:42])[CH:33]=[CH:34][C:35]([S:38]([OH:41])(=[O:39])=[O:40])=[CH:36][CH:37]=1.[C:32]1([CH3:42])[CH:33]=[CH:34][C:35]([S:38]([OH:41])(=[O:39])=[O:40])=[CH:36][CH:37]=1.[CH3:29][N:25]1[CH2:26][CH2:27][CH2:28][C@@H:24]1[CH2:23][O:22][C:15]1[CH:16]=[CH:17][C:18]2[C:19]3[C:11](=[CH:10][C:9]([O:8][CH2:7][C@H:3]4[CH2:4][CH2:5][CH2:6][N:2]4[CH3:1])=[CH:21][CH:20]=3)[C:12](=[O:30])[C:13]=2[CH:14]=1. The yield is 0.740. (6) The reactants are [C:1]([O:10][CH3:11])(=[O:9])[C:2]1[CH:7]=[CH:6][N+:5]([O-])=[CH:4][CH:3]=1.C(OC(=O)C)(=[O:14])C. No catalyst specified. The product is [CH3:11][O:10][C:1](=[O:9])[C:2]1[CH:7]=[CH:6][N:5]=[C:4]([OH:14])[CH:3]=1. The yield is 0.130.